Dataset: Peptide-MHC class II binding affinity with 134,281 pairs from IEDB. Task: Regression. Given a peptide amino acid sequence and an MHC pseudo amino acid sequence, predict their binding affinity value. This is MHC class II binding data. The peptide sequence is LIGFGLRTLWSPRER. The MHC is DRB1_0801 with pseudo-sequence DRB1_0801. The binding affinity (normalized) is 0.787.